Dataset: Forward reaction prediction with 1.9M reactions from USPTO patents (1976-2016). Task: Predict the product of the given reaction. (1) The product is: [Br:5][C:6]1[N:11]=[C:10]([CH2:12][N:3]([CH3:4])[CH3:2])[CH:9]=[CH:8][CH:7]=1. Given the reactants Cl.[CH3:2][NH:3][CH3:4].[Br:5][C:6]1[N:11]=[C:10]([CH:12]=O)[CH:9]=[CH:8][CH:7]=1.C(O[BH-](OC(=O)C)OC(=O)C)(=O)C.[Na+], predict the reaction product. (2) Given the reactants [C:1]([N:4]1[C:13]2[C:8](=[CH:9][C:10]([C:14]3[CH:19]=[CH:18][C:17]([CH2:20][NH:21][CH:22]4[CH2:27][CH2:26][N:25](C(OC(C)(C)C)=O)[CH2:24][CH2:23]4)=[CH:16][CH:15]=3)=[CH:11][CH:12]=2)[C@H:7]([NH:35][C:36]([O:38][CH:39]([CH3:41])[CH3:40])=[O:37])[CH2:6][C@@H:5]1[CH3:42])(=[O:3])[CH3:2].C(O)(C(F)(F)F)=O, predict the reaction product. The product is: [C:1]([N:4]1[C:13]2[C:8](=[CH:9][C:10]([C:14]3[CH:15]=[CH:16][C:17]([CH2:20][NH:21][CH:22]4[CH2:27][CH2:26][NH:25][CH2:24][CH2:23]4)=[CH:18][CH:19]=3)=[CH:11][CH:12]=2)[C@H:7]([NH:35][C:36](=[O:37])[O:38][CH:39]([CH3:40])[CH3:41])[CH2:6][C@@H:5]1[CH3:42])(=[O:3])[CH3:2]. (3) Given the reactants [Br:1][C:2]1[CH:3]=[C:4]([N:8]([CH3:10])N)[CH:5]=[CH:6][CH:7]=1.[CH3:11][CH:12]1[CH2:17][C:16](=O)[CH2:15][CH2:14][NH:13]1.C(N(CC)CC)C.[C:26](O[C:26]([O:28][C:29]([CH3:32])([CH3:31])[CH3:30])=[O:27])([O:28][C:29]([CH3:32])([CH3:31])[CH3:30])=[O:27], predict the reaction product. The product is: [Br:1][C:2]1[CH:7]=[CH:6][C:5]2[C:15]3[CH2:14][N:13]([C:26]([O:28][C:29]([CH3:32])([CH3:31])[CH3:30])=[O:27])[CH:12]([CH3:11])[CH2:17][C:16]=3[N:8]([CH3:10])[C:4]=2[CH:3]=1. (4) Given the reactants [C:1]([O:5][C:6]([N:8]1[CH2:13][CH2:12][CH:11]([O:14][C:15]2[CH:39]=[C:38]([S:40][CH3:41])[CH:37]=[CH:36][C:16]=2[C:17]([NH:19][C:20]2[CH:35]=[CH:34][CH:33]=[CH:32][C:21]=2[C:22]([NH:24][C:25]2[CH:30]=[CH:29][C:28]([Cl:31])=[CH:27][N:26]=2)=[O:23])=[O:18])[CH2:10][CH2:9]1)=[O:7])([CH3:4])([CH3:3])[CH3:2].ClC1C=C(C=CC=1)C(OO)=O.[OH-:53].[Ca+2].[OH-:55], predict the reaction product. The product is: [C:1]([O:5][C:6]([N:8]1[CH2:9][CH2:10][CH:11]([O:14][C:15]2[CH:39]=[C:38]([S:40]([CH3:41])(=[O:55])=[O:53])[CH:37]=[CH:36][C:16]=2[C:17]([NH:19][C:20]2[CH:35]=[CH:34][CH:33]=[CH:32][C:21]=2[C:22]([NH:24][C:25]2[CH:30]=[CH:29][C:28]([Cl:31])=[CH:27][N:26]=2)=[O:23])=[O:18])[CH2:12][CH2:13]1)=[O:7])([CH3:4])([CH3:3])[CH3:2]. (5) Given the reactants CCS.B(F)(F)F.CCOCC.C([O:17][C:18]([C@@H:20]([NH:57]C(=O)OCC1C=CC=CC=1)[CH2:21][CH2:22][N:23]([CH2:45][CH:46]=[CH:47][C:48]1[CH:53]=[CH:52][CH:51]=[CH:50][C:49]=1[N+:54]([O-:56])=[O:55])[CH2:24][C@@H:25]1[C@H:29]2[O:30]C(C)(C)[O:32][C@H:28]2[C@H:27]([N:35]2[CH:43]=[N:42][C:41]3[C:36]2=[N:37][CH:38]=[N:39][C:40]=3[NH2:44])[O:26]1)=[O:19])(C)(C)C, predict the reaction product. The product is: [N+:54]([C:49]1[CH:50]=[CH:51][CH:52]=[CH:53][C:48]=1[CH:47]=[CH:46][CH2:45][N:23]([CH2:22][CH2:21][C@H:20]([NH2:57])[C:18]([OH:19])=[O:17])[CH2:24][C@@H:25]1[C@@H:29]([OH:30])[C@@H:28]([OH:32])[C@H:27]([N:35]2[CH:43]=[N:42][C:41]3[C:36]2=[N:37][CH:38]=[N:39][C:40]=3[NH2:44])[O:26]1)([O-:56])=[O:55]. (6) Given the reactants [C:1]([N:4]([CH2:37][CH:38]1[CH2:40][CH2:39]1)[C:5]1[CH:36]=[CH:35][C:8]([O:9][C:10]2[CH:11]=[C:12]([CH:17]=[C:18]([O:20][C:21]3([C:25]([O:27]CC4C=CC=CC=4)=[O:26])[CH2:24][CH2:23][CH2:22]3)[CH:19]=2)[C:13]([O:15][CH3:16])=[O:14])=[CH:7][CH:6]=1)(=[O:3])[CH3:2], predict the reaction product. The product is: [C:1]([N:4]([CH2:37][CH:38]1[CH2:39][CH2:40]1)[C:5]1[CH:6]=[CH:7][C:8]([O:9][C:10]2[CH:19]=[C:18]([CH:17]=[C:12]([C:13]([O:15][CH3:16])=[O:14])[CH:11]=2)[O:20][C:21]2([C:25]([OH:27])=[O:26])[CH2:24][CH2:23][CH2:22]2)=[CH:35][CH:36]=1)(=[O:3])[CH3:2]. (7) Given the reactants C([O:4][CH2:5][CH2:6][N:7]([CH2:15][C:16](OCC)=[O:17])[C:8]1[CH:13]=[CH:12][C:11]([F:14])=[CH:10][CH:9]=1)(=O)C.[BH4-].[Li+].O, predict the reaction product. The product is: [OH:4][CH2:5][CH2:6][N:7]([C:8]1[CH:9]=[CH:10][C:11]([F:14])=[CH:12][CH:13]=1)[CH2:15][CH2:16][OH:17]. (8) Given the reactants [F:1][C:2]1[CH:7]=[CH:6][C:5]([N:8]2[C:16]3[C:11](=[CH:12][C:13](OS(C(F)(F)F)(=O)=O)=[CH:14][CH:15]=3)[CH:10]=[CH:9]2)=[CH:4][CH:3]=1.[CH3:25][C:26]([N:30]([CH3:34])[CH2:31][CH2:32][OH:33])([CH3:29])[C:27]#[CH:28], predict the reaction product. The product is: [F:1][C:2]1[CH:7]=[CH:6][C:5]([N:8]2[C:16]3[C:11](=[CH:12][C:13]([C:28]#[C:27][C:26]([N:30]([CH3:34])[CH2:31][CH2:32][OH:33])([CH3:29])[CH3:25])=[CH:14][CH:15]=3)[CH:10]=[CH:9]2)=[CH:4][CH:3]=1. (9) Given the reactants [CH3:1][C:2]1[CH:7]=[CH:6][C:5]([CH2:8][C:9]2[C:10](=[O:18])[NH:11][NH:12][C:13]=2[C:14]([F:17])([F:16])[F:15])=[CH:4][CH:3]=1.[CH3:19][C:20]1[CH:25]=[CH:24][C:23]([CH2:26][C:27]2[C:28]([O:36][C@@H:37]3[O:54][C@H:53]([CH2:55][O:56][C:57](=[O:59])[CH3:58])[C@@H:48]([O:49][C:50](=[O:52])[CH3:51])[C@H:43]([O:44][C:45](=[O:47])[CH3:46])[C@H:38]3[O:39][C:40](=[O:42])[CH3:41])=[N:29][NH:30][C:31]=2[C:32]([F:35])([F:34])[F:33])=[CH:22][CH:21]=1, predict the reaction product. The product is: [CH3:19][C:20]1[CH:25]=[CH:24][C:23]([CH2:26][C:27]2[C:28]([O:36][C@@H:37]3[O:54][C@H:53]([CH2:55][O:56][C:57](=[O:59])[CH3:58])[C@@H:48]([O:49][C:50](=[O:52])[CH3:51])[C@H:43]([O:44][C:45](=[O:47])[CH3:46])[C@H:38]3[O:39][C:40](=[O:42])[CH3:41])=[N:29][NH:30][C:31]=2[C:32]([F:35])([F:34])[F:33])=[CH:22][CH:21]=1.[C@@H:37]1([O:18][C:10]2[C:9]([CH2:8][C:5]3[CH:4]=[CH:3][C:2]([CH3:1])=[CH:7][CH:6]=3)=[C:13]([C:14]([F:17])([F:16])[F:15])[NH:12][N:11]=2)[O:54][C@H:53]([CH2:55][OH:56])[C@@H:48]([OH:49])[C@H:43]([OH:44])[C@H:38]1[OH:39]. (10) Given the reactants Br.C[O:3][C:4]1[N:5]=[C:6]2[C:11](=[CH:12][CH:13]=1)[NH:10][C:9](=[O:14])[CH:8]=[CH:7]2.C(=O)([O-])[O-].[Na+].[Na+], predict the reaction product. The product is: [NH:5]1[C:6]2[CH:7]=[CH:8][C:9](=[O:14])[NH:10][C:11]=2[CH:12]=[CH:13][C:4]1=[O:3].